From a dataset of Reaction yield outcomes from USPTO patents with 853,638 reactions. Predict the reaction yield, written as a fraction of the theoretical maximum amount of product (1.0 means a 100% yield; for example, 0.34 means a 34% yield). (1) The reactants are [C:1]([O-])([O-])=O.[K+].[K+].[OH:7][C:8]1[CH:13]=[CH:12][C:11]([CH2:14][CH2:15][CH:16]([CH2:21][CH2:22][CH2:23][C:24]2[CH:29]=[CH:28][CH:27]=[CH:26][CH:25]=2)[C:17]([O:19][CH3:20])=[O:18])=[CH:10][CH:9]=1.CI.O. The catalyst is CC#N. The product is [CH3:1][O:7][C:8]1[CH:9]=[CH:10][C:11]([CH2:14][CH2:15][CH:16]([CH2:21][CH2:22][CH2:23][C:24]2[CH:25]=[CH:26][CH:27]=[CH:28][CH:29]=2)[C:17]([O:19][CH3:20])=[O:18])=[CH:12][CH:13]=1. The yield is 0.930. (2) The reactants are [F:1][C:2]1[CH:3]=[C:4]([CH:14]=[CH:15][CH:16]=1)[O:5][C:6]1[N:11]=[CH:10][C:9]([CH:12]=O)=[CH:8][CH:7]=1.[N+:17]([CH3:20])([O-:19])=[O:18].C([O-])(=O)C.[NH4+].[BH4-].[Na+].C(=O)([O-])O.[Na+]. The catalyst is O.C(O)(=O)C.CS(C)=O. The product is [F:1][C:2]1[CH:3]=[C:4]([CH:14]=[CH:15][CH:16]=1)[O:5][C:6]1[CH:7]=[CH:8][C:9]([CH2:12][CH2:20][N+:17]([O-:19])=[O:18])=[CH:10][N:11]=1. The yield is 0.660. (3) The reactants are [C:1]1([C:21]2[CH:26]=[CH:25][CH:24]=[CH:23][CH:22]=2)[CH:6]=[CH:5][C:4]([C:7]([N:9]2[CH2:13][C:12](=[N:14][O:15][CH3:16])[CH2:11][C@H:10]2[C:17](=[N:19][OH:20])[NH2:18])=[O:8])=[CH:3][CH:2]=1.[C:27]([O:31][C:32]([NH:34][CH2:35][C:36](O)=O)=[O:33])([CH3:30])([CH3:29])[CH3:28]. No catalyst specified. The product is [C:27]([O:31][C:32]([NH:34][CH2:35][C:36]1[O:20][N:19]=[C:17]([C@@H:10]2[CH2:11][C:12](=[N:14][O:15][CH3:16])[CH2:13][N:9]2[C:7]([C:4]2[CH:3]=[CH:2][C:1]([C:21]3[CH:26]=[CH:25][CH:24]=[CH:23][CH:22]=3)=[CH:6][CH:5]=2)=[O:8])[N:18]=1)=[O:33])([CH3:30])([CH3:29])[CH3:28]. The yield is 0.800. (4) The product is [CH2:27]([O:26][C:18]1[CH:19]=[CH:20][C:21]([NH2:23])=[CH:22][C:17]=1[C:9]1[CH:10]=[C:11]([NH2:14])[CH:12]=[CH:13][C:8]=1[O:7][CH2:1][CH2:2][CH2:3][CH2:4][CH2:5][CH3:6])[CH2:28][CH2:29][CH2:30][CH2:31][CH3:32]. The catalyst is C(O)C. The reactants are [CH2:1]([O:7][C:8]1[CH:13]=[CH:12][C:11]([N+:14]([O-])=O)=[CH:10][C:9]=1[C:17]1[CH:22]=[C:21]([N+:23]([O-])=O)[CH:20]=[CH:19][C:18]=1[O:26][CH2:27][CH2:28][CH2:29][CH2:30][CH2:31][CH3:32])[CH2:2][CH2:3][CH2:4][CH2:5][CH3:6].O.NN. The yield is 0.947. (5) The reactants are CC1(C)CCCC(C)(C)N1.C([Li])CCC.[Cl:16][C:17]1[CH:22]=[N:21][CH:20]=[C:19]([N:23]2[C:27]([CH3:28])=[CH:26][C:25]([CH3:29])=[N:24]2)[N:18]=1.[CH2:30]([O:32]C=O)[CH3:31]. The catalyst is O1CCCC1. The product is [Cl:16][C:17]1[C:22]([CH:30]=[O:32])=[N:21][CH:20]=[C:19]([N:23]2[C:27]([CH3:28])=[CH:26][C:25]([CH3:29])=[N:24]2)[N:18]=1.[Cl:16][C:17]1[N:18]=[C:19]([N:23]2[C:27]([CH3:28])=[CH:26][C:25]([CH3:29])=[N:24]2)[C:31]([CH:30]=[O:32])=[N:21][CH:22]=1. The yield is 0.130. (6) The reactants are [Cl:1][C:2]1[CH:7]=[CH:6][C:5]([N:8]=[C:9]=[O:10])=[CH:4][C:3]=1[C:11]([F:14])([F:13])[F:12].[CH3:15][NH:16][C:17]([C:19]1[CH:24]=[C:23]([O:25][C:26]2[CH:32]=[CH:31][C:29]([NH2:30])=[CH:28][CH:27]=2)[CH:22]=[CH:21][N:20]=1)=[O:18]. The catalyst is C(Cl)Cl. The product is [Cl:1][C:2]1[CH:7]=[CH:6][C:5]([NH:8][C:9]([NH:30][C:29]2[CH:28]=[CH:27][C:26]([O:25][C:23]3[CH:22]=[CH:21][N:20]=[C:19]([C:17](=[O:18])[NH:16][CH3:15])[CH:24]=3)=[CH:32][CH:31]=2)=[O:10])=[CH:4][C:3]=1[C:11]([F:12])([F:13])[F:14]. The yield is 0.930.